The task is: Predict the reactants needed to synthesize the given product.. This data is from Full USPTO retrosynthesis dataset with 1.9M reactions from patents (1976-2016). (1) Given the product [CH3:19][O:18][C:5]1[CH:4]=[CH:3][C:2]([NH:1][S:21]([CH3:20])(=[O:23])=[O:22])=[CH:7][C:6]=1[NH:8][C:9]([NH:11][C:12]1[CH:17]=[N:16][CH:15]=[CH:14][N:13]=1)=[O:10], predict the reactants needed to synthesize it. The reactants are: [NH2:1][C:2]1[CH:3]=[CH:4][C:5]([O:18][CH3:19])=[C:6]([NH:8][C:9]([NH:11][C:12]2[CH:17]=[N:16][CH:15]=[CH:14][N:13]=2)=[O:10])[CH:7]=1.[CH3:20][S:21](Cl)(=[O:23])=[O:22]. (2) Given the product [CH3:32][O:33][C:34](=[O:41])[C@@H:35]([NH:40][C:12]([C:11]1[O:10][N:9]=[C:8]([C:15]2[CH:16]=[CH:17][C:18]([NH:21][C:22]([NH:24][C:25]3[CH:30]=[CH:29][CH:28]=[CH:27][CH:26]=3)=[O:23])=[CH:19][CH:20]=2)[C:7]=1[C:1]1[CH:6]=[CH:5][CH:4]=[CH:3][CH:2]=1)=[O:13])[CH2:36][CH:37]([CH3:39])[CH3:38], predict the reactants needed to synthesize it. The reactants are: [C:1]1([C:7]2[C:8]([C:15]3[CH:20]=[CH:19][C:18]([NH:21][C:22]([NH:24][C:25]4[CH:30]=[CH:29][CH:28]=[CH:27][CH:26]=4)=[O:23])=[CH:17][CH:16]=3)=[N:9][O:10][C:11]=2[C:12](O)=[O:13])[CH:6]=[CH:5][CH:4]=[CH:3][CH:2]=1.Cl.[CH3:32][O:33][C:34](=[O:41])[C@@H:35]([NH2:40])[CH2:36][CH:37]([CH3:39])[CH3:38]. (3) Given the product [CH2:13]([N:17]1[CH:21]=[N:20][N:19]=[C:18]1[C:22]1[C:23]([O:32][CH3:33])=[CH:24][C:25]([O:30][CH3:31])=[C:26](/[CH:27]=[CH:2]/[C:1]([C:4]2[CH:12]=[CH:11][C:7]([C:8]([OH:10])=[O:9])=[CH:6][CH:5]=2)=[O:3])[CH:29]=1)[CH:14]([CH3:16])[CH3:15], predict the reactants needed to synthesize it. The reactants are: [C:1]([C:4]1[CH:12]=[CH:11][C:7]([C:8]([OH:10])=[O:9])=[CH:6][CH:5]=1)(=[O:3])[CH3:2].[CH2:13]([N:17]1[CH:21]=[N:20][N:19]=[C:18]1[C:22]1[C:23]([O:32][CH3:33])=[CH:24][C:25]([O:30][CH3:31])=[C:26]([CH:29]=1)[CH:27]=O)[CH:14]([CH3:16])[CH3:15].C[O-].[Li+]. (4) Given the product [O:48]=[C:43]1[CH:44]=[CH:45][C:46](=[O:47])[N:42]1[C:39]1[CH:40]=[CH:41][C:36]([NH:33][C:34]([N:14]2[CH2:15][CH2:16][CH2:17][CH:12]([C:6]3([CH2:18][C:19]4[CH:24]=[CH:23][CH:22]=[C:21]([Cl:25])[CH:20]=4)[C:5]4[C:9](=[CH:10][C:2]([Cl:1])=[CH:3][CH:4]=4)[NH:8][C:7]3=[O:11])[CH2:13]2)=[O:35])=[CH:37][CH:38]=1, predict the reactants needed to synthesize it. The reactants are: [Cl:1][C:2]1[CH:10]=[C:9]2[C:5]([C:6]([CH2:18][C:19]3[CH:24]=[CH:23][CH:22]=[C:21]([Cl:25])[CH:20]=3)([CH:12]3[CH2:17][CH2:16][CH2:15][NH:14][CH2:13]3)[C:7](=[O:11])[NH:8]2)=[CH:4][CH:3]=1.C(N(CC)CC)C.[N:33]([C:36]1[CH:41]=[CH:40][C:39]([N:42]2[C:46](=[O:47])[CH:45]=[CH:44][C:43]2=[O:48])=[CH:38][CH:37]=1)=[C:34]=[O:35]. (5) Given the product [CH:1]([C:4]1[CH:5]=[CH:6][C:7]([O:8][C:9]([CH3:42])([CH2:15][C:16]2[CH:17]=[CH:18][C:19]([O:22][CH2:23][CH2:24][NH:25][C:26]([C:28]3[CH:29]=[CH:30][C:31]([C:34]4[CH:35]=[CH:36][C:37]([O:40][CH3:41])=[CH:38][CH:39]=4)=[N:32][CH:33]=3)=[O:27])=[CH:20][CH:21]=2)[C:10]([OH:12])=[O:11])=[CH:43][CH:44]=1)([CH3:3])[CH3:2], predict the reactants needed to synthesize it. The reactants are: [CH:1]([C:4]1[CH:44]=[CH:43][C:7]([O:8][C:9]([CH3:42])([CH2:15][C:16]2[CH:21]=[CH:20][C:19]([O:22][CH2:23][CH2:24][NH:25][C:26]([C:28]3[CH:29]=[CH:30][C:31]([C:34]4[CH:39]=[CH:38][C:37]([O:40][CH3:41])=[CH:36][CH:35]=4)=[N:32][CH:33]=3)=[O:27])=[CH:18][CH:17]=2)[C:10]([O:12]CC)=[O:11])=[CH:6][CH:5]=1)([CH3:3])[CH3:2].[OH-].[Na+]. (6) Given the product [S:25]1[C:21]2[CH:20]=[CH:19][C:18]([C:2]3[CH:3]=[C:4]([OH:9])[CH:5]=[C:6]([F:8])[CH:7]=3)=[CH:26][C:22]=2[N:23]=[CH:24]1, predict the reactants needed to synthesize it. The reactants are: Br[C:2]1[CH:3]=[C:4]([OH:9])[CH:5]=[C:6]([F:8])[CH:7]=1.CC1(C)C(C)(C)OB([C:18]2[CH:19]=[CH:20][C:21]3[S:25][CH:24]=[N:23][C:22]=3[CH:26]=2)O1. (7) The reactants are: [CH3:1][C:2]([CH3:7])=[CH:3][C:4]([OH:6])=[O:5].[Cl-].[Al+3].[Cl-].[Cl-].[CH:12]1[CH:17]=[CH:16][CH:15]=[CH:14][CH:13]=1. Given the product [CH3:1][C:2]([C:12]1[CH:17]=[CH:16][CH:15]=[CH:14][CH:13]=1)([CH3:7])[CH2:3][C:4]([OH:6])=[O:5], predict the reactants needed to synthesize it.